This data is from Forward reaction prediction with 1.9M reactions from USPTO patents (1976-2016). The task is: Predict the product of the given reaction. (1) Given the reactants [CH3:1][O:2][C:3]1[CH:8]=[CH:7][C:6]([C:9](=O)[CH2:10]C)=[CH:5][CH:4]=1.C([O:15][CH:16](OCC)[O:17]CC)C.Cl(O)(=O)(=O)=O.CO, predict the reaction product. The product is: [CH3:1][O:2][C:3]1[CH:4]=[CH:5][C:6]([CH:9]([CH3:10])[C:16]([OH:17])=[O:15])=[CH:7][CH:8]=1. (2) Given the reactants C(NC(C)C)(C)C.C([Li])CCC.[Li].[CH3:14][C:15]1([CH3:22])[CH2:20][CH2:19][C:18](=[O:21])[CH:17]=[CH:16]1.[CH2:23]=[O:24].Cl, predict the reaction product. The product is: [CH3:14][C:15]1([CH3:22])[CH2:20][CH:19]([CH2:23][OH:24])[C:18](=[O:21])[CH:17]=[CH:16]1. (3) Given the reactants [C:1]([N:4]1[CH2:9][CH2:8][N:7]([CH2:10][CH2:11]O)[CH2:6][CH2:5]1)(=[O:3])[CH3:2].C(N(CC)CC)C.C1(C)C=CC(S([Cl:29])(=O)=O)=CC=1, predict the reaction product. The product is: [C:1]([N:4]1[CH2:9][CH2:8][N:7]([CH2:10][CH2:11][Cl:29])[CH2:6][CH2:5]1)(=[O:3])[CH3:2]. (4) Given the reactants [CH3:1][O:2][C:3]1[CH:4]=[CH:5][C:6]2[C:7]3[N:15]=[C:14]([N:16]4[CH2:21][CH2:20][CH2:19][CH2:18][CH2:17]4)[CH:13]=[C:12]([C:22]([O:24]C)=O)[C:8]=3[NH:9][C:10]=2[CH:11]=1.[NH3:26], predict the reaction product. The product is: [CH3:1][O:2][C:3]1[CH:4]=[CH:5][C:6]2[C:7]3[N:15]=[C:14]([N:16]4[CH2:17][CH2:18][CH2:19][CH2:20][CH2:21]4)[CH:13]=[C:12]([C:22]([NH2:26])=[O:24])[C:8]=3[NH:9][C:10]=2[CH:11]=1. (5) Given the reactants [C:1]([C@H:4]1[CH2:9][CH2:8][C@H:7]([NH:10][C:11]([O:13][CH2:14][C:15]2[CH:20]=[CH:19][CH:18]=[CH:17][CH:16]=2)=[O:12])[C@H:6]([NH:21][C:22]([O:24][C:25]([CH3:28])([CH3:27])[CH3:26])=[O:23])[CH2:5]1)(O)=[O:2].Cl.[CH3:30][NH:31][CH3:32].Cl.CN(C)CCCN=C=NCC.O.ON1C2C=CC=CC=2N=N1, predict the reaction product. The product is: [CH2:14]([O:13][C:11]([NH:10][C@H:7]1[CH2:8][CH2:9][C@H:4]([C:1](=[O:2])[N:31]([CH3:32])[CH3:30])[CH2:5][C@H:6]1[NH:21][C:22]([O:24][C:25]([CH3:27])([CH3:26])[CH3:28])=[O:23])=[O:12])[C:15]1[CH:16]=[CH:17][CH:18]=[CH:19][CH:20]=1.